Dataset: Full USPTO retrosynthesis dataset with 1.9M reactions from patents (1976-2016). Task: Predict the reactants needed to synthesize the given product. (1) Given the product [Cl:16][C:17]1[CH:18]=[C:19]([NH:24][C:25]2[C:34]3[C:29](=[CH:30][C:31]([O:37][CH2:3][C:4]4[N:5]=[C:6]([CH2:9][N:10]5[CH2:15][CH2:14][O:13][CH2:12][CH2:11]5)[S:7][CH:8]=4)=[C:32]([O:35][CH3:36])[CH:33]=3)[N:28]=[CH:27][N:26]=2)[CH:20]=[CH:21][C:22]=1[Cl:23], predict the reactants needed to synthesize it. The reactants are: Cl.Cl[CH2:3][C:4]1[N:5]=[C:6]([CH2:9][N:10]2[CH2:15][CH2:14][O:13][CH2:12][CH2:11]2)[S:7][CH:8]=1.[Cl:16][C:17]1[CH:18]=[C:19]([NH:24][C:25]2[C:34]3[C:29](=[CH:30][C:31]([OH:37])=[C:32]([O:35][CH3:36])[CH:33]=3)[N:28]=[CH:27][N:26]=2)[CH:20]=[CH:21][C:22]=1[Cl:23].C(=O)([O-])[O-].[K+].[K+]. (2) Given the product [C:25]([O:29][C:30](=[O:31])[NH:32][C@H:33]([C:37]1[CH:38]=[CH:39][C:40]([O:43][CH2:44][CH2:45][O:46][C:47]([CH3:50])([CH3:49])[CH3:48])=[CH:41][CH:42]=1)[C:34](=[O:35])[NH:24][C@H:15]([C:4]1[NH:5][C:6]([C:7]2[CH:12]=[CH:11][C:10]([I:13])=[CH:9][C:8]=2[F:14])=[C:2]([Cl:1])[N:3]=1)[C@H:16]([C:18]1[CH:19]=[CH:20][CH:21]=[CH:22][CH:23]=1)[CH3:17])([CH3:27])([CH3:28])[CH3:26], predict the reactants needed to synthesize it. The reactants are: [Cl:1][C:2]1[N:3]=[C:4]([C@@H:15]([NH2:24])[C@H:16]([C:18]2[CH:23]=[CH:22][CH:21]=[CH:20][CH:19]=2)[CH3:17])[NH:5][C:6]=1[C:7]1[CH:12]=[CH:11][C:10]([I:13])=[CH:9][C:8]=1[F:14].[C:25]([O:29][C:30]([NH:32][C@H:33]([C:37]1[CH:42]=[CH:41][C:40]([O:43][CH2:44][CH2:45][O:46][C:47]([CH3:50])([CH3:49])[CH3:48])=[CH:39][CH:38]=1)[C:34](O)=[O:35])=[O:31])([CH3:28])([CH3:27])[CH3:26].C(N(CC)C(C)C)(C)C.ON1C2C=CC=CC=2N=N1.